The task is: Regression/Classification. Given a drug SMILES string, predict its toxicity properties. Task type varies by dataset: regression for continuous values (e.g., LD50, hERG inhibition percentage) or binary classification for toxic/non-toxic outcomes (e.g., AMES mutagenicity, cardiotoxicity, hepatotoxicity). Dataset: ld50_zhu.. This data is from Acute oral toxicity (LD50) regression data from Zhu et al.. (1) The molecule is CN(C)[Si](N(C)C)(N(C)C)N(C)C. The rat oral LD50 is 2.14, given as -log10 of the dose in mol/kg body weight (higher means more acutely toxic). (2) The compound is CCOC(=O)C(F)(F)C(F)(F)C(F)(F)C(=O)OCC. The rat oral LD50 is 1.77, given as -log10 of the dose in mol/kg body weight (higher means more acutely toxic). (3) The molecule is Cc1ccc(N(CC2=NCCN2)c2cccc(O)c2)cc1. The rat oral LD50 is 2.35, given as -log10 of the dose in mol/kg body weight (higher means more acutely toxic). (4) The molecule is CCCCN(C)CCCC. The rat oral LD50 is 2.42, given as -log10 of the dose in mol/kg body weight (higher means more acutely toxic).